Dataset: NCI-60 drug combinations with 297,098 pairs across 59 cell lines. Task: Regression. Given two drug SMILES strings and cell line genomic features, predict the synergy score measuring deviation from expected non-interaction effect. (1) Drug 1: C1=CN(C(=O)N=C1N)C2C(C(C(O2)CO)O)O.Cl. Drug 2: CC(C)(C#N)C1=CC(=CC(=C1)CN2C=NC=N2)C(C)(C)C#N. Cell line: A498. Synergy scores: CSS=34.7, Synergy_ZIP=-13.4, Synergy_Bliss=-7.06, Synergy_Loewe=-2.34, Synergy_HSA=-1.68. (2) Drug 1: CC(C)NC(=O)C1=CC=C(C=C1)CNNC.Cl. Drug 2: COCCOC1=C(C=C2C(=C1)C(=NC=N2)NC3=CC=CC(=C3)C#C)OCCOC.Cl. Cell line: T-47D. Synergy scores: CSS=7.91, Synergy_ZIP=1.21, Synergy_Bliss=5.52, Synergy_Loewe=4.62, Synergy_HSA=3.40. (3) Drug 1: CN1C(=O)N2C=NC(=C2N=N1)C(=O)N. Drug 2: C1CC(=O)NC(=O)C1N2C(=O)C3=CC=CC=C3C2=O. Cell line: HCT-15. Synergy scores: CSS=0.745, Synergy_ZIP=-0.346, Synergy_Bliss=-0.813, Synergy_Loewe=-3.25, Synergy_HSA=-4.23. (4) Drug 1: CCC1=CC2CC(C3=C(CN(C2)C1)C4=CC=CC=C4N3)(C5=C(C=C6C(=C5)C78CCN9C7C(C=CC9)(C(C(C8N6C)(C(=O)OC)O)OC(=O)C)CC)OC)C(=O)OC.C(C(C(=O)O)O)(C(=O)O)O. Drug 2: CN(CCCl)CCCl.Cl. Cell line: CCRF-CEM. Synergy scores: CSS=56.4, Synergy_ZIP=-1.01, Synergy_Bliss=-1.20, Synergy_Loewe=-6.74, Synergy_HSA=-0.914. (5) Drug 1: CC1=C(C=C(C=C1)NC2=NC=CC(=N2)N(C)C3=CC4=NN(C(=C4C=C3)C)C)S(=O)(=O)N.Cl. Drug 2: CC12CCC3C(C1CCC2OP(=O)(O)O)CCC4=C3C=CC(=C4)OC(=O)N(CCCl)CCCl.[Na+]. Cell line: HL-60(TB). Synergy scores: CSS=-10.6, Synergy_ZIP=16.5, Synergy_Bliss=9.23, Synergy_Loewe=-11.8, Synergy_HSA=-12.0.